Task: Predict the reactants needed to synthesize the given product.. Dataset: Full USPTO retrosynthesis dataset with 1.9M reactions from patents (1976-2016) (1) Given the product [Cl:23][C:20]1[CH:21]=[CH:22][C:17]2[O:16][C:15](=[O:24])[CH:14]=[C:13]([O:12][CH2:11][CH2:10][CH2:9][NH:8][S:35]([CH3:34])(=[O:37])=[O:36])[C:18]=2[CH:19]=1, predict the reactants needed to synthesize it. The reactants are: FC(F)(F)C(O)=O.[NH2:8][CH2:9][CH2:10][CH2:11][O:12][C:13]1[C:18]2[CH:19]=[C:20]([Cl:23])[CH:21]=[CH:22][C:17]=2[O:16][C:15](=[O:24])[CH:14]=1.CCN(C(C)C)C(C)C.[CH3:34][S:35](Cl)(=[O:37])=[O:36]. (2) Given the product [Br:7][C:8]1[CH:16]=[C:15]2[C:11]([CH2:12][C:13]3([CH2:3][CH2:2][C:1](=[O:5])[CH2:21][CH2:20]3)[C:14]2=[O:17])=[CH:10][CH:9]=1, predict the reactants needed to synthesize it. The reactants are: [C:1]([O:5]C)(=O)[CH:2]=[CH2:3].[Br:7][C:8]1[CH:16]=[C:15]2[C:11]([CH2:12][CH2:13][C:14]2=[O:17])=[CH:10][CH:9]=1.[K].[O-][CH2:20][CH2:21]CC.[OH-].[K+]. (3) Given the product [Cl:1][C:2]1[CH:3]=[C:4]([N:10]2[C:14]([CH3:15])=[C:13]([O:16][C:17]3[CH:22]=[CH:21][C:20]([C:23]([NH:25][CH2:26][C:27]([NH:32][CH3:36])=[O:28])=[O:24])=[CH:19][CH:18]=3)[C:12]([CH3:30])=[N:11]2)[CH:5]=[CH:6][C:7]=1[C:8]#[N:9], predict the reactants needed to synthesize it. The reactants are: [Cl:1][C:2]1[CH:3]=[C:4]([N:10]2[C:14]([CH3:15])=[C:13]([O:16][C:17]3[CH:22]=[CH:21][C:20]([C:23]([NH:25][CH2:26][C:27](O)=[O:28])=[O:24])=[CH:19][CH:18]=3)[C:12]([CH3:30])=[N:11]2)[CH:5]=[CH:6][C:7]=1[C:8]#[N:9].O[N:32]1[C:36]2C=CC=CC=2N=N1.CN.C1COCC1.Cl.CN(C)CCCN=C=NCC.Cl. (4) Given the product [C:24]([N:21]1[CH2:22][CH2:23][N:18]([C@H:15]2[CH2:16][CH2:17][C@H:12]([C:4]3[N:5]4[CH:10]=[CH:9][N:8]=[C:7]([CH3:11])[C:6]4=[C:2]([C:45]4[CH:46]=[CH:47][C:42]([NH:41][C:39]([C:32]5[N:33]([CH3:38])[C:34]6[C:30]([CH:31]=5)=[C:29]([O:28][CH3:27])[CH:37]=[CH:36][CH:35]=6)=[O:40])=[C:43]([O:57][CH3:58])[CH:44]=4)[N:3]=3)[CH2:13][CH2:14]2)[CH2:19][CH2:20]1)(=[O:26])[CH3:25], predict the reactants needed to synthesize it. The reactants are: Br[C:2]1[N:3]=[C:4]([C@H:12]2[CH2:17][CH2:16][C@H:15]([N:18]3[CH2:23][CH2:22][N:21]([C:24](=[O:26])[CH3:25])[CH2:20][CH2:19]3)[CH2:14][CH2:13]2)[N:5]2[CH:10]=[CH:9][N:8]=[C:7]([CH3:11])[C:6]=12.[CH3:27][O:28][C:29]1[CH:37]=[CH:36][CH:35]=[C:34]2[C:30]=1[CH:31]=[C:32]([C:39]([NH:41][C:42]1[CH:47]=[CH:46][C:45](B3OC(C)(C)C(C)(C)O3)=[CH:44][C:43]=1[O:57][CH3:58])=[O:40])[N:33]2[CH3:38]. (5) Given the product [Br:1][C:2]1[CH:7]=[CH:6][C:5]([C:8](=[CH:12][C:13]2[O:14][CH:15]=[CH:16][CH:17]=2)[C:9]([Cl:21])=[O:10])=[CH:4][CH:3]=1, predict the reactants needed to synthesize it. The reactants are: [Br:1][C:2]1[CH:7]=[CH:6][C:5](/[C:8](=[CH:12]\[C:13]2[O:14][CH:15]=[CH:16][CH:17]=2)/[C:9](O)=[O:10])=[CH:4][CH:3]=1.C(Cl)(=O)C([Cl:21])=O.CN(C=O)C. (6) Given the product [Br:1][C:2]1[CH:3]=[C:4]([N:5]2[CH2:14][CH2:13][O:12][CH2:11][CH2:10]2)[CH:6]=[CH:7][CH:8]=1, predict the reactants needed to synthesize it. The reactants are: [Br:1][C:2]1[CH:3]=[C:4]([CH:6]=[CH:7][CH:8]=1)[NH2:5].Br[CH2:10][CH2:11][O:12][CH2:13][CH2:14]Br.C(N(C(C)C)CC)(C)C.O.